From a dataset of TCR-epitope binding with 47,182 pairs between 192 epitopes and 23,139 TCRs. Binary Classification. Given a T-cell receptor sequence (or CDR3 region) and an epitope sequence, predict whether binding occurs between them. (1) The epitope is AVFDRKSDAK. The TCR CDR3 sequence is CSARGIFDNSDTQYF. Result: 1 (the TCR binds to the epitope). (2) The TCR CDR3 sequence is CASSLGSSGTRQYF. Result: 0 (the TCR does not bind to the epitope). The epitope is LQPFPQPELPYPQPQ. (3) The epitope is ILHCANFNV. The TCR CDR3 sequence is CASSFGGKTQYF. Result: 1 (the TCR binds to the epitope). (4) The epitope is GLNKIVRMY. The TCR CDR3 sequence is CASSFYPGEAFF. Result: 0 (the TCR does not bind to the epitope).